This data is from Forward reaction prediction with 1.9M reactions from USPTO patents (1976-2016). The task is: Predict the product of the given reaction. Given the reactants [C:1]1([C:25]2[CH:30]=[CH:29][CH:28]=[CH:27][CH:26]=2)[CH:6]=[CH:5][C:4]([NH:7][C:8](=[O:24])[C:9]2[CH:14]=[CH:13][C:12]([CH2:15][O:16][CH2:17][CH2:18][O:19][CH3:20])=[C:11]([N+:21]([O-])=O)[CH:10]=2)=[CH:3][CH:2]=1.C(=O)(O)[O-].[Na+].[Cl-].[Na+].O1CCCC1.C(OCC)(=O)C, predict the reaction product. The product is: [NH2:21][C:11]1[CH:10]=[C:9]([CH:14]=[CH:13][C:12]=1[CH2:15][O:16][CH2:17][CH2:18][O:19][CH3:20])[C:8]([NH:7][C:4]1[CH:3]=[CH:2][C:1]([C:25]2[CH:30]=[CH:29][CH:28]=[CH:27][CH:26]=2)=[CH:6][CH:5]=1)=[O:24].